Dataset: Forward reaction prediction with 1.9M reactions from USPTO patents (1976-2016). Task: Predict the product of the given reaction. (1) Given the reactants [CH2:1]([C:3]1[S:39][C:6]2[N:7]([CH2:24][C:25]3[CH:30]=[CH:29][C:28]([C:31]4[C:32]([C:37]#[N:38])=[CH:33][CH:34]=[CH:35][CH:36]=4)=[CH:27][CH:26]=3)[C:8](=[O:23])[N:9]([CH2:12][C:13]([C:15]3[CH:20]=[CH:19][C:18]([O:21][CH3:22])=[CH:17][CH:16]=3)=O)[C:10](=[O:11])[C:5]=2[CH:4]=1)[CH3:2].[C:40]([O:43][CH2:44][CH2:45]P(OCC)(OCC)=O)(=[O:42])[CH3:41].[H-].[Na+].O, predict the reaction product. The product is: [C:37]([C:32]1[CH:33]=[CH:34][CH:35]=[CH:36][C:31]=1[C:28]1[CH:27]=[CH:26][C:25]([CH2:24][N:7]2[C:6]3[S:39][C:3]([CH2:1][CH3:2])=[CH:4][C:5]=3[C:10](=[O:11])[N:9]([CH2:12]/[C:13](/[C:15]3[CH:16]=[CH:17][C:18]([O:21][CH3:22])=[CH:19][CH:20]=3)=[CH:41]/[C:40]([O:43][CH2:44][CH3:45])=[O:42])[C:8]2=[O:23])=[CH:30][CH:29]=1)#[N:38]. (2) The product is: [Cl:12][C:7]1[CH:8]=[CH:9][CH:10]=[CH:11][C:6]=1[CH2:5][O:4][C:2]([N:30]1[CH2:29][CH2:28][CH:27]([C:25]2[NH:24][C:23]([C:43]3[CH:48]=[CH:47][CH:46]=[CH:45][N:44]=3)=[C:22]([C:20]3[CH:19]=[CH:18][C:17]4[O:13][CH2:14][O:15][C:16]=4[CH:21]=3)[N:26]=2)[CH2:32][CH2:31]1)=[O:3]. Given the reactants Cl[C:2]([O:4][CH2:5][C:6]1[CH:11]=[CH:10][CH:9]=[CH:8][C:7]=1[Cl:12])=[O:3].[O:13]1[C:17]2[CH:18]=[CH:19][C:20]([C:22]3[N:26]=[C:25]([CH:27]4[CH2:32][CH2:31][N:30](S(CC5C=CC=CC=5)(=O)=O)[CH2:29][CH2:28]4)[NH:24][C:23]=3[C:43]3[CH:48]=[CH:47][CH:46]=[CH:45][N:44]=3)=[CH:21][C:16]=2[O:15][CH2:14]1, predict the reaction product. (3) Given the reactants [CH2:1]([O:3][C:4]([CH:6]1[CH2:11][S:10][CH2:9][CH2:8][NH:7]1)=[O:5])[CH3:2].CN(C1C=CC=CN=1)C.[N+:21]([C:24]1[CH:25]=[C:26]([CH:30]=[CH:31][CH:32]=1)[C:27](Cl)=[O:28])([O-:23])=[O:22].Cl, predict the reaction product. The product is: [CH2:1]([O:3][C:4]([CH:6]1[CH2:11][S:10][CH2:9][CH2:8][N:7]1[C:27](=[O:28])[C:26]1[CH:30]=[CH:31][CH:32]=[C:24]([N+:21]([O-:23])=[O:22])[CH:25]=1)=[O:5])[CH3:2]. (4) The product is: [Br:1][C:2]1[CH:7]=[CH:6][C:5]([C:8]2[N:12]([CH2:13][CH:14]3[CH2:15][N:16]([C:18]([CH:39]4[CH2:41][CH2:40]4)=[O:19])[CH2:17]3)[CH:11]=[N:10][N:9]=2)=[C:4]([F:25])[CH:3]=1. Given the reactants [Br:1][C:2]1[CH:7]=[CH:6][C:5]([C:8]2[N:12]([CH2:13][CH:14]3[CH2:17][N:16]([C:18](OC(C)(C)C)=[O:19])[CH2:15]3)[CH:11]=[N:10][N:9]=2)=[C:4]([F:25])[CH:3]=1.C(O)(C(F)(F)F)=O.CCN([CH:39]([CH3:41])[CH3:40])C(C)C.C1(C(Cl)=O)CC1, predict the reaction product. (5) Given the reactants [CH2:1]([O:3][C:4](=[O:22])[CH2:5][N:6]([C:13]1[CH:18]=[CH:17][C:16]([Cl:19])=[CH:15][C:14]=1[C:20]#[N:21])[C:7](=[O:12])[C:8]([F:11])([F:10])[F:9])[CH3:2].CC(C)([O-])C.[K+], predict the reaction product. The product is: [CH2:1]([O:3][C:4]([C:5]1[N:6]([C:7](=[O:12])[C:8]([F:11])([F:10])[F:9])[C:13]2[C:14]([C:20]=1[NH2:21])=[CH:15][C:16]([Cl:19])=[CH:17][CH:18]=2)=[O:22])[CH3:2]. (6) Given the reactants [C:1]([O:5][C:6]([N:8]1[CH2:13][CH2:12][CH:11]([C:14]2[CH:19]=[CH:18][C:17]([CH2:20]O)=[CH:16][CH:15]=2)[CH2:10][CH2:9]1)=[O:7])([CH3:4])([CH3:3])[CH3:2].CCN(C(C)C)C(C)C.CS(Cl)(=O)=O.[NH:36]1[CH2:41][CH2:40][O:39][CH2:38][CH2:37]1, predict the reaction product. The product is: [C:1]([O:5][C:6]([N:8]1[CH2:13][CH2:12][CH:11]([C:14]2[CH:19]=[CH:18][C:17]([CH2:20][N:36]3[CH2:41][CH2:40][O:39][CH2:38][CH2:37]3)=[CH:16][CH:15]=2)[CH2:10][CH2:9]1)=[O:7])([CH3:4])([CH3:3])[CH3:2]. (7) The product is: [CH2:1]([O:3][C:4]([C:6]1[C:10]([C:11]2[CH:16]=[CH:15][CH:14]=[CH:13][CH:12]=2)=[CH:9][S:8][C:7]=1[NH:17][C:31](=[O:32])[CH2:27][C:28]([O:29][CH2:23][CH3:24])=[O:34])=[O:5])[CH3:2]. Given the reactants [CH2:1]([O:3][C:4]([C:6]1[C:10]([C:11]2[CH:16]=[CH:15][CH:14]=[CH:13][CH:12]=2)=[CH:9][S:8][C:7]=1[NH2:17])=[O:5])[CH3:2].C(N([CH2:23][CH3:24])CC)C.C([CH:27]([C:31](Cl)=[O:32])[C:28](Cl)=[O:29])C.[OH2:34], predict the reaction product. (8) Given the reactants [NH2:1][C:2]1[C:3]2[C:10]([C:11]3[CH:16]=[CH:15][C:14]([Cl:17])=[CH:13][CH:12]=3)=[C:9]([Cl:18])[N:8]([C@@H:19]3[CH2:23][CH2:22][N:21]([C:24](OC(C)(C)C)=[O:25])[CH2:20]3)[C:4]=2[N:5]=[CH:6][N:7]=1.C(O)(C(F)(F)F)=O.CCN(C(C)C)C(C)C.[CH:47]1([N:50]([CH3:57])[CH2:51]/[CH:52]=[CH:53]/C(O)=O)[CH2:49][CH2:48]1.CN(C(ON1N=NC2C=CC=CC1=2)=[N+](C)C)C.F[P-](F)(F)(F)(F)F, predict the reaction product. The product is: [NH2:1][C:2]1[C:3]2[C:10]([C:11]3[CH:12]=[CH:13][C:14]([Cl:17])=[CH:15][CH:16]=3)=[C:9]([Cl:18])[N:8]([C@@H:19]3[CH2:23][CH2:22][N:21]([C:24](=[O:25])/[CH:53]=[CH:52]/[CH2:51][N:50]([CH:47]4[CH2:49][CH2:48]4)[CH3:57])[CH2:20]3)[C:4]=2[N:5]=[CH:6][N:7]=1. (9) Given the reactants [Cl:1][C:2]1[CH:10]=[C:9]2[C:5]([C:6]([CH:11]=[O:12])=[CH:7][NH:8]2)=[CH:4][C:3]=1[C:13]1[CH:18]=[CH:17][C:16]([CH2:19][OH:20])=[CH:15][CH:14]=1.CC(=CC)C.Cl([O-])=[O:27].[Na+].O.OP([O-])(O)=O.[Na+], predict the reaction product. The product is: [Cl:1][C:2]1[CH:10]=[C:9]2[C:5]([C:6]([C:11]([OH:27])=[O:12])=[CH:7][NH:8]2)=[CH:4][C:3]=1[C:13]1[CH:18]=[CH:17][C:16]([CH2:19][OH:20])=[CH:15][CH:14]=1.